From a dataset of Peptide-MHC class I binding affinity with 185,985 pairs from IEDB/IMGT. Regression. Given a peptide amino acid sequence and an MHC pseudo amino acid sequence, predict their binding affinity value. This is MHC class I binding data. (1) The peptide sequence is TGGFFRPW. The MHC is Mamu-B08 with pseudo-sequence Mamu-B08. The binding affinity (normalized) is 0. (2) The peptide sequence is IPQHLDSWWTSL. The MHC is H-2-Ld with pseudo-sequence YESYYRIIAGQWFVNTLYLWYEFYTWAAYAYEWY. The binding affinity (normalized) is 0.661. (3) The binding affinity (normalized) is 0.237. The MHC is Mamu-B52 with pseudo-sequence Mamu-B52. The peptide sequence is WHSLIKYLKY. (4) The peptide sequence is SSPSGDLRQRL. The MHC is Mamu-A01 with pseudo-sequence Mamu-A01. The binding affinity (normalized) is 0.911. (5) The MHC is HLA-B27:05 with pseudo-sequence HLA-B27:05. The binding affinity (normalized) is 0.0847. The peptide sequence is VPAWLPLGI. (6) The peptide sequence is GRTFGKLPY. The MHC is HLA-B35:01 with pseudo-sequence HLA-B35:01. The binding affinity (normalized) is 0.0847. (7) The peptide sequence is LEGSISYSEL. The MHC is HLA-B40:02 with pseudo-sequence HLA-B40:02. The binding affinity (normalized) is 0.533.